From a dataset of Forward reaction prediction with 1.9M reactions from USPTO patents (1976-2016). Predict the product of the given reaction. (1) Given the reactants Br[CH2:2][CH:3]([C:5]1[C:10]([CH3:11])=[CH:9][CH:8]=[CH:7][N:6]=1)[OH:4].[CH3:12][NH2:13], predict the reaction product. The product is: [CH3:12][NH:13][CH2:2][CH:3]([C:5]1[C:10]([CH3:11])=[CH:9][CH:8]=[CH:7][N:6]=1)[OH:4]. (2) Given the reactants C([N:4]1[C:9](=[O:10])[NH:8][C:7](=[O:11])[C:6]([Br:12])=[N:5]1)(=O)C.N1C=CC=CC=1.[C:19](Cl)(=[O:26])[C:20]1[CH:25]=[CH:24][CH:23]=[CH:22][CH:21]=1, predict the reaction product. The product is: [Br:12][C:6]1[C:7](=[O:11])[N:8]([C:19]([C:20]2[CH:25]=[CH:24][CH:23]=[CH:22][CH:21]=2)=[O:26])[C:9](=[O:10])[NH:4][N:5]=1. (3) Given the reactants Br[C:2]1[C:10]2[C:9]([NH:11][C@H:12]([C:14]3[N:19]([C:20]4[CH:25]=[CH:24][CH:23]=[CH:22][CH:21]=4)[C:18](=[O:26])[C:17]4=[C:27]([CH3:30])[CH:28]=[CH:29][N:16]4[N:15]=3)[CH3:13])=[N:8][CH:7]=[N:6][C:5]=2[N:4]([CH2:31][O:32][CH2:33][CH2:34][Si:35]([CH3:38])([CH3:37])[CH3:36])[CH:3]=1.[CH3:39][N:40]([CH3:61])[C:41]1[CH:42]=[C:43]([NH:56][S:57]([CH3:60])(=[O:59])=[O:58])[CH:44]=[C:45](B2OC(C)(C)C(C)(C)O2)[CH:46]=1.C(=O)([O-])[O-].[Na+].[Na+].C(=O)([O-])[O-].[K+].[K+], predict the reaction product. The product is: [CH3:39][N:40]([CH3:61])[C:41]1[CH:42]=[C:43]([NH:56][S:57]([CH3:60])(=[O:59])=[O:58])[CH:44]=[C:45]([C:2]2[C:10]3[C:9]([NH:11][C@H:12]([C:14]4[N:19]([C:20]5[CH:25]=[CH:24][CH:23]=[CH:22][CH:21]=5)[C:18](=[O:26])[C:17]5=[C:27]([CH3:30])[CH:28]=[CH:29][N:16]5[N:15]=4)[CH3:13])=[N:8][CH:7]=[N:6][C:5]=3[N:4]([CH2:31][O:32][CH2:33][CH2:34][Si:35]([CH3:38])([CH3:37])[CH3:36])[CH:3]=2)[CH:46]=1. (4) The product is: [CH2:19]([O:18][C:16]([N:13]([CH2:12][C:7]1[CH:6]=[C:5]([CH:10]=[CH:9][C:8]=1[Br:11])[C:4]([OH:26])=[O:3])[CH2:14][CH3:15])=[O:17])[C:20]1[CH:25]=[CH:24][CH:23]=[CH:22][CH:21]=1. Given the reactants C([O:3][C:4](=[O:26])[C:5]1[CH:10]=[CH:9][C:8]([Br:11])=[C:7]([CH2:12][N:13]([C:16]([O:18][CH2:19][C:20]2[CH:25]=[CH:24][CH:23]=[CH:22][CH:21]=2)=[O:17])[CH2:14][CH3:15])[CH:6]=1)C.[Li+].[OH-], predict the reaction product.